Dataset: CYP3A4 inhibition data for predicting drug metabolism from PubChem BioAssay. Task: Regression/Classification. Given a drug SMILES string, predict its absorption, distribution, metabolism, or excretion properties. Task type varies by dataset: regression for continuous measurements (e.g., permeability, clearance, half-life) or binary classification for categorical outcomes (e.g., BBB penetration, CYP inhibition). Dataset: cyp3a4_veith. (1) The molecule is Cc1[nH]c(C)c(CN(C)C)c1CN(C)C. The result is 0 (non-inhibitor). (2) The molecule is COc1cc2ccc([C@H](C)NCC#N)cc2cc1OC. The result is 0 (non-inhibitor). (3) The compound is Cc1ccccc1/C=C\C1=NCCN1. The result is 0 (non-inhibitor). (4) The molecule is CCNS(=O)(=O)c1ccc(NS(C)(=O)=O)cc1. The result is 0 (non-inhibitor). (5) The result is 0 (non-inhibitor). The compound is CCc1cccc(CC)c1NC(=O)CN(CC(=O)O)CC(=O)O. (6) The result is 0 (non-inhibitor). The molecule is CCCC[N+]1(C)[C@H]2CC(OC(=O)[C@@H](CO)c3ccccc3)C[C@@H]1[C@@H]1O[C@@H]12. (7) The compound is CC(=O)NNc1cccc(Cl)n1. The result is 0 (non-inhibitor).